Dataset: Reaction yield outcomes from USPTO patents with 853,638 reactions. Task: Predict the reaction yield, written as a fraction of the theoretical maximum amount of product (1.0 means a 100% yield; for example, 0.34 means a 34% yield). The reactants are Br[C:2]1[C:3]([CH2:26][O:27][C:28]2[CH:33]=[CH:32][C:31]([Cl:34])=[C:30]([Cl:35])[CH:29]=2)=[CH:4][C:5]2[O:9][N:8]=[C:7]([N:10]([C:18]([O:20][C:21]([CH3:24])([CH3:23])[CH3:22])=[O:19])[C:11](=[O:17])[O:12][C:13]([CH3:16])([CH3:15])[CH3:14])[C:6]=2[CH:25]=1.[CH2:36](B(O)O)[CH2:37][CH3:38].[F-].[Cs+]. The catalyst is O1CCOCC1.O.C1C=CC(P(C2C=CC=CC=2)[C-]2C=CC=C2)=CC=1.C1C=CC(P(C2C=CC=CC=2)[C-]2C=CC=C2)=CC=1.Cl[Pd]Cl.[Fe+2]. The product is [C:13]([O:12][C:11]([N:10]([C:7]1[C:6]2[CH:25]=[C:2]([CH2:36][CH2:37][CH3:38])[C:3]([CH2:26][O:27][C:28]3[CH:33]=[CH:32][C:31]([Cl:34])=[C:30]([Cl:35])[CH:29]=3)=[CH:4][C:5]=2[O:9][N:8]=1)[C:18](=[O:19])[O:20][C:21]([CH3:24])([CH3:23])[CH3:22])=[O:17])([CH3:16])([CH3:15])[CH3:14]. The yield is 0.270.